This data is from Reaction yield outcomes from USPTO patents with 853,638 reactions. The task is: Predict the reaction yield, written as a fraction of the theoretical maximum amount of product (1.0 means a 100% yield; for example, 0.34 means a 34% yield). (1) The product is [CH2:1]([O:8][C:9]1[CH:24]=[C:23]([N:25]([CH2:31][C:32]2[CH:33]=[CH:34][C:35]([CH:38]3[CH2:43][CH2:42][CH2:41][CH2:40][CH2:39]3)=[CH:36][CH:37]=2)[C:26](=[O:30])[CH2:27][N:28]([CH3:29])[S:56]([C:51]2[C:52]3[C:47](=[C:46]([N:45]([CH3:60])[CH3:44])[CH:55]=[CH:54][CH:53]=3)[CH:48]=[CH:49][CH:50]=2)(=[O:58])=[O:57])[CH:22]=[CH:21][C:10]=1[C:11]([O:13][CH2:14][C:15]1[CH:20]=[CH:19][CH:18]=[CH:17][CH:16]=1)=[O:12])[C:2]1[CH:3]=[CH:4][CH:5]=[CH:6][CH:7]=1. The yield is 0.960. The reactants are [CH2:1]([O:8][C:9]1[CH:24]=[C:23]([N:25]([CH2:31][C:32]2[CH:37]=[CH:36][C:35]([CH:38]3[CH2:43][CH2:42][CH2:41][CH2:40][CH2:39]3)=[CH:34][CH:33]=2)[C:26](=[O:30])[CH2:27][NH:28][CH3:29])[CH:22]=[CH:21][C:10]=1[C:11]([O:13][CH2:14][C:15]1[CH:20]=[CH:19][CH:18]=[CH:17][CH:16]=1)=[O:12])[C:2]1[CH:7]=[CH:6][CH:5]=[CH:4][CH:3]=1.[CH3:44][N:45]([CH3:60])[C:46]1[CH:55]=[CH:54][CH:53]=[C:52]2[C:47]=1[CH:48]=[CH:49][CH:50]=[C:51]2[S:56](Cl)(=[O:58])=[O:57]. No catalyst specified. (2) The reactants are [NH2:1][C:2]1[C:11]2[N:12]=[C:13]([CH2:39][CH2:40][O:41][CH3:42])[N:14]([CH2:15][CH2:16][CH2:17][CH2:18][N:19]([CH2:25][C:26]3[CH:27]=[C:28]([CH:36]=[CH:37][CH:38]=3)[O:29][C:30]([CH3:35])([CH3:34])[C:31]([OH:33])=[O:32])[CH2:20][CH2:21][N:22]([CH3:24])[CH3:23])[C:10]=2[C:9]2[CH:8]=[CH:7][CH:6]=[CH:5][C:4]=2[N:3]=1.[CH3:43]O. The catalyst is S(=O)(=O)(O)O. The product is [NH2:1][C:2]1[C:11]2[N:12]=[C:13]([CH2:39][CH2:40][O:41][CH3:42])[N:14]([CH2:15][CH2:16][CH2:17][CH2:18][N:19]([CH2:25][C:26]3[CH:27]=[C:28]([CH:36]=[CH:37][CH:38]=3)[O:29][C:30]([CH3:35])([CH3:34])[C:31]([O:33][CH3:43])=[O:32])[CH2:20][CH2:21][N:22]([CH3:24])[CH3:23])[C:10]=2[C:9]2[CH:8]=[CH:7][CH:6]=[CH:5][C:4]=2[N:3]=1. The yield is 0.300. (3) The reactants are [CH2:1]([NH:3][C:4]([NH:6][C:7]1[CH:12]=[CH:11][C:10](NC2N=C(N[C:10]3[CH:11]=[CH:12][C:7]([NH:6][C:4]([NH:3][CH2:1][CH3:2])=[O:5])=[CH:8][CH:9]=3)C(F)=CN=2)=[CH:9][CH:8]=1)=[O:5])[CH3:2].[NH2:34]C1C=CC=C(N)C=1.C(N=C=O)C.C(=O)([O-])[O-].[K+].[K+]. No catalyst specified. The product is [CH2:1]([NH:3][C:4]([NH:6][C:7]1[CH:12]=[C:11]([CH:10]=[CH:9][CH:8]=1)[NH2:34])=[O:5])[CH3:2]. The yield is 0.830. (4) The reactants are Cl.CN(C)CCCN=C=NCC.ON1C2C=CC=CC=2N=N1.[CH2:23]([O:30][C:31]([NH:33][C:34]1([C:37]([OH:39])=O)[CH2:36][CH2:35]1)=[O:32])[C:24]1[CH:29]=[CH:28][CH:27]=[CH:26][CH:25]=1.[CH2:40]([NH:47][CH2:48][C:49]([O:51][CH2:52][CH3:53])=[O:50])[C:41]1[CH:46]=[CH:45][CH:44]=[CH:43][CH:42]=1. The catalyst is ClCCl. The product is [CH2:40]([N:47]([C:37]([C:34]1([NH:33][C:31]([O:30][CH2:23][C:24]2[CH:25]=[CH:26][CH:27]=[CH:28][CH:29]=2)=[O:32])[CH2:35][CH2:36]1)=[O:39])[CH2:48][C:49]([O:51][CH2:52][CH3:53])=[O:50])[C:41]1[CH:46]=[CH:45][CH:44]=[CH:43][CH:42]=1. The yield is 0.870. (5) The reactants are C([O-])([O-])=O.[Cs+].[Cs+].[CH3:7][S:8]([N:11]1[CH2:16][CH2:15][C:14]2[NH:17][N:18]=[C:19]([C:20]3[CH:25]=[CH:24][C:23]([C:26]([F:29])([F:28])[F:27])=[CH:22][CH:21]=3)[C:13]=2[CH2:12]1)(=[O:10])=[O:9].Br[CH2:31][CH2:32][CH2:33][OH:34].CO. The catalyst is CN(C=O)C.O. The product is [CH3:7][S:8]([N:11]1[CH2:16][CH2:15][C:14]2[N:17]([CH2:31][CH2:32][CH2:33][OH:34])[N:18]=[C:19]([C:20]3[CH:21]=[CH:22][C:23]([C:26]([F:29])([F:27])[F:28])=[CH:24][CH:25]=3)[C:13]=2[CH2:12]1)(=[O:9])=[O:10]. The yield is 0.546. (6) The reactants are [S:1]1[CH2:5][CH:4]([C:6]([OH:8])=[O:7])[NH:3][CH:2]1[C:9]([OH:11])=O.N[C@H:13](C(O)=O)CS.C(O)(=O)C=O.S(Cl)([Cl:26])=O.[CH3:28][OH:29]. No catalyst specified. The product is [ClH:26].[CH3:28][O:29][C:9]([CH:2]1[NH:3][CH:4]([C:6]([O:8][CH3:13])=[O:7])[CH2:5][S:1]1)=[O:11]. The yield is 0.940. (7) The reactants are CO[C:3]([C:5]1[C:13]2[C:8](=[CH:9][C:10]([C:14]3[CH:19]=[C:18]([F:20])[C:17]([O:21][CH3:22])=[CH:16][C:15]=3[CH2:23][C:24]([F:27])([F:26])[F:25])=[CH:11][CH:12]=2)[N:7](C2CCCCO2)[N:6]=1)=[NH:4].C(OC([N:41]1[CH2:46][CH2:45][C:44](OCC)(OCC)[CH:43]([NH2:53])[CH2:42]1)=O)(C)(C)C.C(O)(=O)C.[ClH:58]. The catalyst is C(O)C. The product is [ClH:58].[ClH:58].[ClH:58].[F:20][C:18]1[C:17]([O:21][CH3:22])=[CH:16][C:15]([CH2:23][C:24]([F:27])([F:26])[F:25])=[C:14]([C:10]2[CH:9]=[C:8]3[C:13]([C:5]([C:3]4[NH:53][C:43]5[CH2:42][NH:41][CH2:46][CH2:45][C:44]=5[N:4]=4)=[N:6][NH:7]3)=[CH:12][CH:11]=2)[CH:19]=1. The yield is 0.970.